Dataset: Reaction yield outcomes from USPTO patents with 853,638 reactions. Task: Predict the reaction yield, written as a fraction of the theoretical maximum amount of product (1.0 means a 100% yield; for example, 0.34 means a 34% yield). (1) The reactants are [CH2:1]([NH2:13])[CH2:2][CH2:3][CH2:4][CH2:5][CH2:6][CH2:7][CH2:8][CH2:9][CH2:10][CH2:11][CH3:12].[Li]CCCC.C([O:21][C:22](=O)[C:23]1[CH:28]=[C:27]([C:29]2[CH:34]=[CH:33][CH:32]=[C:31]([C:35]([F:38])([F:37])[F:36])[CH:30]=2)[C:26]([O:39][CH2:40][CH2:41][OH:42])=[C:25]([C:43]2[CH:48]=[CH:47][CH:46]=[C:45]([C:49]([F:52])([F:51])[F:50])[CH:44]=2)[CH:24]=1)C.Cl. The catalyst is C1COCC1. The product is [CH2:1]([NH:13][C:22](=[O:21])[C:23]1[CH:24]=[C:25]([C:43]2[CH:48]=[CH:47][CH:46]=[C:45]([C:49]([F:51])([F:52])[F:50])[CH:44]=2)[C:26]([O:39][CH2:40][CH2:41][OH:42])=[C:27]([C:29]2[CH:34]=[CH:33][CH:32]=[C:31]([C:35]([F:38])([F:37])[F:36])[CH:30]=2)[CH:28]=1)[CH2:2][CH2:3][CH2:4][CH2:5][CH2:6][CH2:7][CH2:8][CH2:9][CH2:10][CH2:11][CH3:12]. The yield is 0.930. (2) The reactants are [C:1]1([OH:7])[CH:6]=[CH:5][CH:4]=[CH:3][CH:2]=1.C(=O)([O-])[O-].[K+].[K+].Br[CH2:15][CH2:16][CH2:17][CH3:18]. The catalyst is CC(C)=O. The product is [CH2:15]([O:7][C:1]1[CH:6]=[CH:5][CH:4]=[CH:3][CH:2]=1)[CH2:16][CH2:17][CH3:18]. The yield is 0.900. (3) The reactants are [CH3:1][S:2]([C:5]1[CH:14]=[C:13]2[C:8]([CH:9]=[CH:10][C:11]([NH:15][C:16](=[O:22])[O:17][C:18]([CH3:21])([CH3:20])[CH3:19])=[CH:12]2)=[CH:7][CH:6]=1)(=[O:4])=[O:3].C1C(=O)N([Br:30])C(=O)C1. The catalyst is CC#N. The product is [Br:30][C:12]1[C:13]2[C:8](=[CH:7][CH:6]=[C:5]([S:2]([CH3:1])(=[O:3])=[O:4])[CH:14]=2)[CH:9]=[CH:10][C:11]=1[NH:15][C:16](=[O:22])[O:17][C:18]([CH3:19])([CH3:21])[CH3:20]. The yield is 0.930. (4) The reactants are [Cl:1][C:2]1[CH:3]=[C:4]2[C:8](=[CH:9][C:10]=1[Cl:11])[N:7]([C@@H:12]1[O:26][C@H:25]([CH2:27][O:28]C(C3C=CC(C)=CC=3)=O)[C@@H:14]([O:15]C(C3C=CC(C)=CC=3)=O)[CH2:13]1)[C:6]([Br:38])=[C:5]2[C:39](=[O:41])[CH3:40].C[O-].[Na+].O. The catalyst is CO. The product is [Cl:1][C:2]1[CH:3]=[C:4]2[C:8](=[CH:9][C:10]=1[Cl:11])[N:7]([C@@H:12]1[O:26][C@H:25]([CH2:27][OH:28])[C@@H:14]([OH:15])[CH2:13]1)[C:6]([Br:38])=[C:5]2[C:39](=[O:41])[CH3:40]. The yield is 0.680. (5) The reactants are [C:1]([C:3]1[CH:8]=[CH:7][CH:6]=[CH:5][C:4]=1[C:9]1[CH:14]=[CH:13][C:12]([CH2:15][CH:16]([C:22](=O)[CH2:23][CH2:24][CH3:25])[C:17](OCC)=[O:18])=[C:11]([F:27])[CH:10]=1)#[N:2].[CH3:28][C:29]1([CH3:42])[CH2:34][CH:33]([NH:35][C:36]2[NH:40][C:39]([CH3:41])=[N:38][N:37]=2)[CH2:32][CH2:31][O:30]1. No catalyst specified. The product is [CH3:28][C:29]1([CH3:42])[CH2:34][CH:33]([N:35]2[C:17](=[O:18])[C:16]([CH2:15][C:12]3[CH:13]=[CH:14][C:9]([C:4]4[C:3]([C:1]#[N:2])=[CH:8][CH:7]=[CH:6][CH:5]=4)=[CH:10][C:11]=3[F:27])=[C:22]([CH2:23][CH2:24][CH3:25])[N:37]3[N:38]=[C:39]([CH3:41])[N:40]=[C:36]23)[CH2:32][CH2:31][O:30]1. The yield is 0.560. (6) The reactants are [F:1][C:2]1[CH:28]=[C:27]([F:29])[CH:26]=[CH:25][C:3]=1[CH2:4][O:5][C:6]1[CH:11]=[C:10]([CH3:12])[N:9]([C:13]2[CH:22]=[CH:21][C:16]([C:17]([O:19][CH3:20])=[O:18])=[CH:15][C:14]=2[F:23])[C:8](=[O:24])[CH:7]=1.[Br:30]N1C(=O)CCC1=O.C([O-])(O)=O.[Na+]. No catalyst specified. The product is [Br:30][C:7]1[C:8](=[O:24])[N:9]([C:13]2[CH:22]=[CH:21][C:16]([C:17]([O:19][CH3:20])=[O:18])=[CH:15][C:14]=2[F:23])[C:10]([CH3:12])=[CH:11][C:6]=1[O:5][CH2:4][C:3]1[CH:25]=[CH:26][C:27]([F:29])=[CH:28][C:2]=1[F:1]. The yield is 0.590.